From a dataset of Full USPTO retrosynthesis dataset with 1.9M reactions from patents (1976-2016). Predict the reactants needed to synthesize the given product. Given the product [Cl:1][C:2]1[C:7]([O:8][CH3:9])=[CH:6][CH:5]=[CH:4][N:3]=1, predict the reactants needed to synthesize it. The reactants are: [Cl:1][C:2]1[C:7]([OH:8])=[CH:6][CH:5]=[CH:4][N:3]=1.[CH3:9][O-].[Na+].IC.